From a dataset of Forward reaction prediction with 1.9M reactions from USPTO patents (1976-2016). Predict the product of the given reaction. Given the reactants Cl[C:2]1[N:3]=[C:4]([N:18]2[CH2:23][CH2:22][O:21][CH2:20][C@@H:19]2[CH3:24])[C:5]2[CH2:10][N:9]([C:11]([O:13][C:14]([CH3:17])([CH3:16])[CH3:15])=[O:12])[CH2:8][C:6]=2[N:7]=1.[F:25][C:26]1[CH:32]=[C:31](B2OC(C)(C)C(C)(C)O2)[CH:30]=[CH:29][C:27]=1[NH2:28], predict the reaction product. The product is: [NH2:28][C:27]1[CH:29]=[CH:30][C:31]([C:2]2[N:3]=[C:4]([N:18]3[CH2:23][CH2:22][O:21][CH2:20][C@@H:19]3[CH3:24])[C:5]3[CH2:10][N:9]([C:11]([O:13][C:14]([CH3:17])([CH3:16])[CH3:15])=[O:12])[CH2:8][C:6]=3[N:7]=2)=[CH:32][C:26]=1[F:25].